Dataset: Full USPTO retrosynthesis dataset with 1.9M reactions from patents (1976-2016). Task: Predict the reactants needed to synthesize the given product. Given the product [CH3:26][S:23]([O:15][CH2:14][CH2:13][C:10]1[C:11]2[C:6](=[CH:5][CH:4]=[C:3]([O:2][CH3:1])[CH:12]=2)[CH:7]=[CH:8][CH:9]=1)(=[O:25])=[O:24], predict the reactants needed to synthesize it. The reactants are: [CH3:1][O:2][C:3]1[CH:12]=[C:11]2[C:6]([CH:7]=[CH:8][CH:9]=[C:10]2[CH2:13][CH2:14][OH:15])=[CH:5][CH:4]=1.C(N(CC)CC)C.[S:23](Cl)([CH3:26])(=[O:25])=[O:24].O.